This data is from Peptide-MHC class II binding affinity with 134,281 pairs from IEDB. The task is: Regression. Given a peptide amino acid sequence and an MHC pseudo amino acid sequence, predict their binding affinity value. This is MHC class II binding data. (1) The peptide sequence is GELQIVDKIDAAFTI. The binding affinity (normalized) is 0.456. The MHC is DRB1_1501 with pseudo-sequence DRB1_1501. (2) The peptide sequence is LRLSSLMPCQAPRKS. The MHC is DRB3_0202 with pseudo-sequence DRB3_0202. The binding affinity (normalized) is 0. (3) The peptide sequence is AASLLDEDMDALEEA. The MHC is DRB1_1501 with pseudo-sequence DRB1_1501. The binding affinity (normalized) is 0.376.